This data is from Drug-target binding data from BindingDB using Ki measurements. The task is: Regression. Given a target protein amino acid sequence and a drug SMILES string, predict the binding affinity score between them. We predict pKi (pKi = -log10(Ki in M); higher means stronger inhibition). Dataset: bindingdb_ki. (1) The target protein (P28472) has sequence MWGLAGGRLFGIFSAPVLVAVVCCAQSVNDPGNMSFVKETVDKLLKGYDIRLRPDFGGPPVCVGMNIDIASIDMVSEVNMDYTLTMYFQQYWRDKRLAYSGIPLNLTLDNRVADQLWVPDTYFLNDKKSFVHGVTVKNRMIRLHPDGTVLYGLRITTTAACMMDLRRYPLDEQNCTLEIESYGYTTDDIEFYWRGGDKAVTGVERIELPQFSIVEHRLVSRNVVFATGAYPRLSLSFRLKRNIGYFILQTYMPSILITILSWVSFWINYDASAARVALGITTVLTMTTINTHLRETLPKIPYVKAIDMYLMGCFVFVFLALLEYAFVNYIFFGRGPQRQKKLAEKTAKAKNDRSKSESNRVDAHGNILLTSLEVHNEMNEVSGGIGDTRNSAISFDNSGIQYRKQSMPREGHGRFLGDRSLPHKKTHLRRRSSQLKIKIPDLTDVNAIDRWSRIVFPFTFSLFNLVYWLYYVN. The drug is CCCc1nnn(-c2c(Cl)cc(C(F)(F)F)cc2Cl)c1CCl. The pKi is 9.1. (2) The small molecule is Nc1ncnc2c1ncn2[C@@H]1O[C@H](COS(=O)(=O)NC(=O)C(N)CC(=O)O)[C@@H](O)[C@H]1O. The target protein (P21889) has sequence MRTEYCGQLRLSHVGQQVTLCGWVNRRRDLGSLIFIDMRDREGIVQVFFDPDRADALKLASELRNEFCIQVTGTVRARDEKNINRDMATGEIEVLASSLTIINRADVLPLDSNHVNTEEARLKYRYLDLRRPEMAQRLKTRAKITSLVRRFMDDHGFLDIETPMLTKATPEGARDYLVPSRVHKGKFYALPQSPQLFKQLLMMSGFDRYYQIVKCFRDEDLRADRQPEFTQIDVETSFMTAPQVREVMEALVRHLWLEVKGVDLGDFPVMTFAEAERRYGSDKPDLRNPMELTDVADLLKSVEFAVFAGPANDPKGRVAALRVPGGASLTRKQIDEYGNFVKIYGAKGLAYIKVNERAKGLEGINSPVAKFLNAEIIEDILDRTAAQDGDMIFFGADNKKIVADAMGALRLKVGKDLGLTDESKWAPLWVIDFPMFEDDGEGGLTAMHHPFTSPKDMTAAELKAAPENAVANAYDMVINGYEVGGGSVRIHNGDMQQTVF.... The pKi is 7.8. (3) The compound is N=C(N)NCc1ccccn1. The target protein (Q9JHJ5) has sequence MILLWSCLLVAVVGILGTATPQPGNSSLHRLTRQLLQQYHKEVRPVYNWAEATTVYLDLCVHAVLDVDVQNQKLKTSVWYREVWNDEFLSWNSSLFDEIQEISLPLSALWAPDIIINEFVDVERSPDLPYVYVNSSGTIRNHKPIQVVSACSLQTYAFPFDIQNCSLTFNSILHTVEDIDLGFLRNREDIENDKRAFMNDSEWQLLSVSSTYHIRQSSAGDFAQIRFNVVIRRCPLAYVVSLLIPSIFLMLVDLGSFYLPPNCRARIVFKTNVLVGYTVFRVNMSDEVPRSAGCTPLIGVFFTVCMALLVLSLSKSILLIKFLYEERHSGQERPLMCLQGDSDAEESRLYLGAPRADVTESPVHQEHRVPSDTLKDFWFQFRSINNSLRTRDQIHQKEVEWLAILYRFDQLLFRIYLAVLGLYTVTLCSLWALWSRM. The pKi is 7.1. (4) The drug is COC(=O)C1C2CC[C@H](C[C@@H]1c1ccc(N)cc1)N2C. The target is MLLARMKPQVQPELGGADQ. The pKi is 6.8. (5) The compound is O=C(NCCOCCOCCOCCNC(=O)c1ccc(C(=O)OCCOCCOCCOCCS[C@@H]2O[C@H](CO)[C@H](O)[C@H](O)[C@H]2O)c(C(c2ccccc2)c2ccccc2)c1)c1ccc(C(=O)c2ccccc2)cc1. The target protein (P00722) has sequence MTMITDSLAVVLQRRDWENPGVTQLNRLAAHPPFASWRNSEEARTDRPSQQLRSLNGEWRFAWFPAPEAVPESWLECDLPEADTVVVPSNWQMHGYDAPIYTNVTYPITVNPPFVPTENPTGCYSLTFNVDESWLQEGQTRIIFDGVNSAFHLWCNGRWVGYGQDSRLPSEFDLSAFLRAGENRLAVMVLRWSDGSYLEDQDMWRMSGIFRDVSLLHKPTTQISDFHVATRFNDDFSRAVLEAEVQMCGELRDYLRVTVSLWQGETQVASGTAPFGGEIIDERGGYADRVTLRLNVENPKLWSAEIPNLYRAVVELHTADGTLIEAEACDVGFREVRIENGLLLLNGKPLLIRGVNRHEHHPLHGQVMDEQTMVQDILLMKQNNFNAVRCSHYPNHPLWYTLCDRYGLYVVDEANIETHGMVPMNRLTDDPRWLPAMSERVTRMVQRDRNHPSVIIWSLGNESGHGANHDALYRWIKSVDPSRPVQYEGGGADTTATDII.... The pKi is 5.2. (6) The drug is CN(C)CC1CCC(CN=C(N)c2ccc(CC(NC(=O)C(Cc3ccccc3)NS(=O)(=O)c3ccc4ccccc4c3)C(=O)N3CCCC3)cc2)CC1. The target protein (Q9WVD0) has sequence MNSTSFSQLENHSVHYNLSEEKPSFFAFENDDCHLPLAVIFTLALAYGAVIILGVSGNLALILIILKQKEMRNVTNILIVNLSFSDLLVAIMCLPFTFVYTLMDHWIFGEIMCKLNPFVQCVSITVSIFSLVLIAVERHQLIINPRGWRPNNRHAYIGIAVIWVLAVASSLPFMIYQVLTDEPFQNVTLDAFKDKLVCFDQFPSDSHRLSYTTLLLVLQYFGPLCFIFICYFKIYIRLKRRNNMMDKMRDSKYRSSESKRINIMLLSIVVAFAVCWLPLTIFNTVFDWNHQIIATCNHNLLFLLCHLTAMISTCVNPIFYGFLNKNFQRDLQFFFNFCDFRSRDDDYETIAMSTMHTDVSKTSLKQASPLAFKKISCVENEKI. The pKi is 9.1.